Task: Regression. Given two drug SMILES strings and cell line genomic features, predict the synergy score measuring deviation from expected non-interaction effect.. Dataset: NCI-60 drug combinations with 297,098 pairs across 59 cell lines Drug 1: CCC(=C(C1=CC=CC=C1)C2=CC=C(C=C2)OCCN(C)C)C3=CC=CC=C3.C(C(=O)O)C(CC(=O)O)(C(=O)O)O. Drug 2: CCCCC(=O)OCC(=O)C1(CC(C2=C(C1)C(=C3C(=C2O)C(=O)C4=C(C3=O)C=CC=C4OC)O)OC5CC(C(C(O5)C)O)NC(=O)C(F)(F)F)O. Cell line: MALME-3M. Synergy scores: CSS=39.8, Synergy_ZIP=-1.79, Synergy_Bliss=-2.20, Synergy_Loewe=-12.1, Synergy_HSA=-0.928.